Task: Regression. Given two drug SMILES strings and cell line genomic features, predict the synergy score measuring deviation from expected non-interaction effect.. Dataset: NCI-60 drug combinations with 297,098 pairs across 59 cell lines (1) Drug 1: CCC1=CC2CC(C3=C(CN(C2)C1)C4=CC=CC=C4N3)(C5=C(C=C6C(=C5)C78CCN9C7C(C=CC9)(C(C(C8N6C)(C(=O)OC)O)OC(=O)C)CC)OC)C(=O)OC.C(C(C(=O)O)O)(C(=O)O)O. Drug 2: CC(C1=C(C=CC(=C1Cl)F)Cl)OC2=C(N=CC(=C2)C3=CN(N=C3)C4CCNCC4)N. Cell line: UACC-257. Synergy scores: CSS=17.7, Synergy_ZIP=-5.12, Synergy_Bliss=-0.140, Synergy_Loewe=-9.52, Synergy_HSA=-0.385. (2) Drug 1: C1=CC(=CC=C1CCCC(=O)O)N(CCCl)CCCl. Drug 2: C1CC(=O)NC(=O)C1N2C(=O)C3=CC=CC=C3C2=O. Cell line: TK-10. Synergy scores: CSS=4.47, Synergy_ZIP=-4.63, Synergy_Bliss=-3.89, Synergy_Loewe=-3.84, Synergy_HSA=-2.79. (3) Cell line: CCRF-CEM. Drug 2: CC1=C2C(C(=O)C3(C(CC4C(C3C(C(C2(C)C)(CC1OC(=O)C(C(C5=CC=CC=C5)NC(=O)OC(C)(C)C)O)O)OC(=O)C6=CC=CC=C6)(CO4)OC(=O)C)OC)C)OC. Synergy scores: CSS=53.0, Synergy_ZIP=6.34, Synergy_Bliss=6.16, Synergy_Loewe=-18.6, Synergy_HSA=5.09. Drug 1: C1CCC(C1)C(CC#N)N2C=C(C=N2)C3=C4C=CNC4=NC=N3. (4) Drug 1: C1CN1P(=S)(N2CC2)N3CC3. Drug 2: CN1C(=O)N2C=NC(=C2N=N1)C(=O)N. Cell line: RPMI-8226. Synergy scores: CSS=17.4, Synergy_ZIP=-3.90, Synergy_Bliss=0.142, Synergy_Loewe=-12.8, Synergy_HSA=-1.67. (5) Drug 1: CC12CCC(CC1=CCC3C2CCC4(C3CC=C4C5=CN=CC=C5)C)O. Drug 2: C1CC(=O)NC(=O)C1N2CC3=C(C2=O)C=CC=C3N. Cell line: SN12C. Synergy scores: CSS=1.47, Synergy_ZIP=-3.50, Synergy_Bliss=-3.61, Synergy_Loewe=-2.77, Synergy_HSA=-2.77.